Task: Predict which catalyst facilitates the given reaction.. Dataset: Catalyst prediction with 721,799 reactions and 888 catalyst types from USPTO Product: [CH3:10][N:7]1[C:3]([S:2][CH3:1])=[CH:4][C:5]([CH:8]=[O:9])=[N:6]1. Reactant: [CH3:1][S:2][C:3]1[NH:7][N:6]=[C:5]([CH:8]=[O:9])[CH:4]=1.[C:10](=O)([O-])[O-].[K+].[K+].CN(C=O)C.CI. The catalyst class is: 6.